This data is from Peptide-MHC class I binding affinity with 185,985 pairs from IEDB/IMGT. The task is: Regression. Given a peptide amino acid sequence and an MHC pseudo amino acid sequence, predict their binding affinity value. This is MHC class I binding data. The peptide sequence is QTVEMSPFY. The MHC is HLA-B39:01 with pseudo-sequence HLA-B39:01. The binding affinity (normalized) is 0.213.